Task: Predict the reactants needed to synthesize the given product.. Dataset: Full USPTO retrosynthesis dataset with 1.9M reactions from patents (1976-2016) (1) Given the product [CH3:24][O:23][C:21]1[CH:20]=[CH:19][C:15]2[N:16]=[C:17]([CH3:18])[C:12]3[N:13]([C:9]([C:4]#[C:3][C:2]4[CH:7]=[CH:6][CH:5]=[CH:33][C:34]=4[CH3:35])=[N:10][C:11]=3[CH3:25])[C:14]=2[N:22]=1, predict the reactants needed to synthesize it. The reactants are: Cl[C:2]1[CH:3]=[C:4]([C:9]2[N:13]3[C:14]4[N:22]=[C:21]([O:23][CH3:24])[CH:20]=[CH:19][C:15]=4[N:16]=[C:17]([CH3:18])[C:12]3=[C:11]([CH3:25])[N:10]=2)[CH:5]=[C:6](Cl)[CH:7]=1.CCN(CC)CC.[CH3:33][C:34]1C=CC=C[C:35]=1C#C. (2) Given the product [CH3:1][C:2]1[N:3]([CH2:22][C:23]2[CH:28]=[CH:27][CH:26]=[C:25]([C:29]([F:30])([F:31])[F:32])[C:24]=2[CH3:33])[C:4]2[CH:10]=[C:9]([N:11]3[CH2:12][CH2:13][O:14][CH2:15][CH2:16]3)[CH:8]=[C:7]([C:17]([O:19][CH3:20])=[O:18])[C:5]=2[N:6]=1, predict the reactants needed to synthesize it. The reactants are: [CH3:1][C:2]1[NH:6][C:5]2[C:7]([C:17]([O:19][CH3:20])=[O:18])=[CH:8][C:9]([N:11]3[CH2:16][CH2:15][O:14][CH2:13][CH2:12]3)=[CH:10][C:4]=2[N:3]=1.Br[CH2:22][C:23]1[CH:28]=[CH:27][CH:26]=[C:25]([C:29]([F:32])([F:31])[F:30])[C:24]=1[CH3:33].C([O-])([O-])=O.[K+].[K+].O. (3) Given the product [Cl:18][C:15]1[CH:16]=[CH:17][C:12]([C:6]2[N:7]([CH3:11])[C:8]3[C:4]([C:5]=2[CH2:19][CH2:20][C:21]([N:23]2[CH2:24][CH2:25][C:26]([CH2:30][C:31]4[CH:32]=[CH:33][CH:34]=[CH:35][CH:36]=4)([OH:29])[CH2:27][CH2:28]2)=[O:22])=[CH:3][C:2]([C:42]2[CH:47]=[CH:46][CH:45]=[CH:44][N:43]=2)=[CH:10][CH:9]=3)=[CH:13][CH:14]=1, predict the reactants needed to synthesize it. The reactants are: Br[C:2]1[CH:3]=[C:4]2[C:8](=[CH:9][CH:10]=1)[N:7]([CH3:11])[C:6]([C:12]1[CH:17]=[CH:16][C:15]([Cl:18])=[CH:14][CH:13]=1)=[C:5]2[CH2:19][CH2:20][C:21]([N:23]1[CH2:28][CH2:27][C:26]([CH2:30][C:31]2[CH:36]=[CH:35][CH:34]=[CH:33][CH:32]=2)([OH:29])[CH2:25][CH2:24]1)=[O:22].C([Sn](CCCC)(CCCC)[C:42]1[CH:47]=[CH:46][CH:45]=[CH:44][N:43]=1)CCC. (4) The reactants are: [F:1][C:2]1[CH:3]=[CH:4][C:5]([CH3:19])=[C:6]([C:8]2[CH:17]=[C:16]3[C:11]([CH:12]=[C:13](N)[N:14]=[CH:15]3)=[CH:10][CH:9]=2)[CH:7]=1.C(Cl)(Cl)[Cl:21].N(OC(C)(C)C)=O.C([O-])([O-])=O.[Na+].[Na+]. Given the product [Cl:21][C:13]1[N:14]=[CH:15][C:16]2[C:11]([CH:12]=1)=[CH:10][CH:9]=[C:8]([C:6]1[CH:7]=[C:2]([F:1])[CH:3]=[CH:4][C:5]=1[CH3:19])[CH:17]=2, predict the reactants needed to synthesize it. (5) Given the product [F:12][C:10]1[CH:9]=[C:8]([F:13])[CH:7]=[C:6]2[C:11]=1[C:2]([N:36]1[C:30]3[C:31](=[N:32][CH:33]=[C:28]([N:25]4[CH2:26][CH2:27][O:22][CH2:23][CH2:24]4)[CH:29]=3)[C:34]3([CH2:41][CH2:40][O:39][CH2:38][CH2:37]3)[CH2:35]1)=[C:3]([CH3:21])[C:4]([N:14]1[CH2:19][CH2:18][CH2:17][CH2:16][C:15]1=[O:20])=[N:5]2, predict the reactants needed to synthesize it. The reactants are: Br[C:2]1[C:11]2[C:6](=[CH:7][C:8]([F:13])=[CH:9][C:10]=2[F:12])[N:5]=[C:4]([N:14]2[CH2:19][CH2:18][CH2:17][CH2:16][C:15]2=[O:20])[C:3]=1[CH3:21].[O:22]1[CH2:27][CH2:26][N:25]([C:28]2[CH:29]=[C:30]3[NH:36][CH2:35][C:34]4([CH2:41][CH2:40][O:39][CH2:38][CH2:37]4)[C:31]3=[N:32][CH:33]=2)[CH2:24][CH2:23]1.